This data is from Forward reaction prediction with 1.9M reactions from USPTO patents (1976-2016). The task is: Predict the product of the given reaction. Given the reactants [CH2:1](Br)[C:2]1[CH:7]=[CH:6][CH:5]=[CH:4][CH:3]=1.[CH2:9]([C:13]1[NH:22][C:21](=[O:23])[C:20]2[C:15](=[N:16][C:17]3[CH:27]=[CH:26][CH:25]=[CH:24][C:18]=3[N:19]=2)[N:14]=1)[CH:10]([CH3:12])[CH3:11].C(=O)([O-])[O-].[K+].[K+], predict the reaction product. The product is: [CH2:1]([N:22]1[C:21](=[O:23])[C:20]2[C:15](=[N:16][C:17]3[CH:27]=[CH:26][CH:25]=[CH:24][C:18]=3[N:19]=2)[N:14]=[C:13]1[CH2:9][CH:10]([CH3:12])[CH3:11])[C:2]1[CH:7]=[CH:6][CH:5]=[CH:4][CH:3]=1.